From a dataset of Forward reaction prediction with 1.9M reactions from USPTO patents (1976-2016). Predict the product of the given reaction. (1) Given the reactants [BH4-].[Na+].[F:3][C:4]([F:16])([F:15])[O:5][C:6]1[CH:14]=[CH:13][C:9]([C:10](O)=[O:11])=[CH:8][CH:7]=1.B(F)(F)F.CCOCC, predict the reaction product. The product is: [F:3][C:4]([F:15])([F:16])[O:5][C:6]1[CH:7]=[CH:8][C:9]([CH2:10][OH:11])=[CH:13][CH:14]=1. (2) Given the reactants C([O:3][C:4](=[O:32])/[CH:5]=[C:6](\[CH3:31])/[CH:7]=[CH:8]/[C@@H:9]1[CH2:11][C@@:10]1([C:13]1[CH:14]=[C:15]([C:24]2[CH:29]=[CH:28][CH:27]=[CH:26][C:25]=2[CH3:30])[C:16]2[O:20][CH2:19][C:18]([CH3:22])([CH3:21])[C:17]=2[CH:23]=1)[CH3:12])C.C(O)C.[OH-].[Na+].O, predict the reaction product. The product is: [CH3:21][C:18]1([CH3:22])[C:17]2[CH:23]=[C:13]([C@@:10]3([CH3:12])[CH2:11][C@H:9]3/[CH:8]=[CH:7]/[C:6](/[CH3:31])=[CH:5]/[C:4]([OH:32])=[O:3])[CH:14]=[C:15]([C:24]3[CH:29]=[CH:28][CH:27]=[CH:26][C:25]=3[CH3:30])[C:16]=2[O:20][CH2:19]1. (3) The product is: [F:1][C:2]1[CH:7]=[CH:6][CH:5]=[CH:4][C:3]=1[O:8][C:12]1[CH:17]=[CH:16][C:15]([N+:18]([O-:20])=[O:19])=[CH:14][CH:13]=1. Given the reactants [F:1][C:2]1[CH:7]=[CH:6][CH:5]=[CH:4][C:3]=1[OH:8].[H-].[Na+].F[C:12]1[CH:17]=[CH:16][C:15]([N+:18]([O-:20])=[O:19])=[CH:14][CH:13]=1, predict the reaction product. (4) Given the reactants CO[C:3]([C:5]1[NH:6][N:7]=[C:8]([O:10][CH2:11][C:12]2[C:13]([C:18]3[CH:23]=[CH:22][CH:21]=[CH:20][CH:19]=3)=[N:14][O:15][C:16]=2[CH3:17])[CH:9]=1)=[O:4].[NH2:24][CH:25]1[CH2:29][CH2:28][O:27][CH2:26]1, predict the reaction product. The product is: [O:27]1[CH2:28][CH2:29][CH:25]([NH:24][C:3]([C:5]2[NH:6][N:7]=[C:8]([O:10][CH2:11][C:12]3[C:13]([C:18]4[CH:19]=[CH:20][CH:21]=[CH:22][CH:23]=4)=[N:14][O:15][C:16]=3[CH3:17])[CH:9]=2)=[O:4])[CH2:26]1. (5) Given the reactants [CH3:1][O:2][C:3]1[CH:11]=[C:10]2[C:6]([C:7](=[O:12])[CH2:8][CH2:9]2)=[CH:5][C:4]=1[C:13]([NH2:15])=[O:14].C([O:20][N:21]=O)CCC.Cl, predict the reaction product. The product is: [OH:20][N:21]=[C:8]1[C:7](=[O:12])[C:6]2[C:10](=[CH:11][C:3]([O:2][CH3:1])=[C:4]([C:13]([NH2:15])=[O:14])[CH:5]=2)[CH2:9]1.